From a dataset of Reaction yield outcomes from USPTO patents with 853,638 reactions. Predict the reaction yield, written as a fraction of the theoretical maximum amount of product (1.0 means a 100% yield; for example, 0.34 means a 34% yield). (1) The reactants are [CH2:1]([N:4]1[CH:8]=[CH:7][N:6]=[CH:5]1)[CH:2]=[CH2:3].[CH2:9]([Br:13])[CH2:10][CH2:11][CH3:12].C1(C)C=CC=CC=1. The catalyst is C(#N)C. The product is [Br-:13].[CH2:9]([N+:6]1[CH:7]=[CH:8][N:4]([CH2:1][CH:2]=[CH2:3])[CH:5]=1)[CH2:10][CH2:11][CH3:12]. The yield is 0.850. (2) The reactants are [CH2:1]([NH2:7])[C:2]1[O:6][CH:5]=[CH:4][CH:3]=1.[Cl:8][C:9]1[CH:14]=[N:13][CH:12]=[C:11](Cl)[N:10]=1. No catalyst specified. The product is [Cl:8][C:9]1[N:10]=[C:11]([NH:7][CH2:1][C:2]2[O:6][CH:5]=[CH:4][CH:3]=2)[CH:12]=[N:13][CH:14]=1. The yield is 0.980. (3) The reactants are [CH3:1][O:2][C:3](=[O:15])[C:4]1[C:5](=[C:10]([OH:14])[CH:11]=[CH:12][CH:13]=1)[C:6]([O:8][CH3:9])=[O:7].[F:16][C:17]1[C:25]2[CH:24]=[C:23]([CH2:26]O)[S:22][C:21]=2[CH:20]=[CH:19][CH:18]=1.C1(P(C2C=CC=CC=2)C2C=CC=CC=2)C=CC=CC=1.N(C(OC(C)C)=O)=NC(OC(C)C)=O. The catalyst is C1COCC1. The product is [CH3:1][O:2][C:3](=[O:15])[C:4]1[C:5](=[C:10]([O:14][CH2:26][C:23]2[S:22][C:21]3[CH:20]=[CH:19][CH:18]=[C:17]([F:16])[C:25]=3[CH:24]=2)[CH:11]=[CH:12][CH:13]=1)[C:6]([O:8][CH3:9])=[O:7]. The yield is 0.760. (4) The reactants are [CH2:1]([CH:3]1[CH2:7][C:6](=[CH2:8])[CH2:5][CH:4]1[C:9]([O:11][CH2:12][CH3:13])=[O:10])[CH3:2].C1([Si](C2C=CC=CC=2)(C2C=CC=CC=2)[SH:21])C=CC=CC=1.N(C(C)(C)C#N)=NC(C)(C)C#N.C(O)(C(F)(F)F)=O. The catalyst is C1(C)C=CC=CC=1.C(Cl)Cl. The product is [CH2:1]([CH:3]1[CH2:7][CH:6]([CH2:8][SH:21])[CH2:5][CH:4]1[C:9]([O:11][CH2:12][CH3:13])=[O:10])[CH3:2]. The yield is 0.720. (5) The reactants are [Br:1][C:2]1[C:7]([NH2:8])=[CH:6][C:5]([Br:9])=[CH:4][N:3]=1.C(N(CC)CC)C.[CH2:17]([O:24][CH2:25][C:26](Cl)=[O:27])[C:18]1[CH:23]=[CH:22][CH:21]=[CH:20][CH:19]=1. The catalyst is C(Cl)Cl. The product is [CH2:17]([O:24][CH2:25][C:26]([NH:8][C:7]1[C:2]([Br:1])=[N:3][CH:4]=[C:5]([Br:9])[CH:6]=1)=[O:27])[C:18]1[CH:23]=[CH:22][CH:21]=[CH:20][CH:19]=1. The yield is 0.242. (6) The reactants are C([O:3][C:4](=O)[CH2:5][CH:6]1[S:10][C:9]([C:11]2[NH:12][C:13]3[C:18]([CH:19]=2)=[C:17]([CH3:20])[CH:16]=[CH:15][C:14]=3[N:21]([CH3:30])[S:22]([C:25]2[S:26][CH:27]=[CH:28][CH:29]=2)(=[O:24])=[O:23])=[N:8][CH2:7]1)C.[BH4-].[Li+].O1CCCC1.C(O)(=O)CC(CC(O)=O)(C(O)=O)O. The catalyst is CO. The product is [OH:3][CH2:4][CH2:5][CH:6]1[S:10][C:9]([C:11]2[NH:12][C:13]3[C:18]([CH:19]=2)=[C:17]([CH3:20])[CH:16]=[CH:15][C:14]=3[N:21]([CH3:30])[S:22]([C:25]2[S:26][CH:27]=[CH:28][CH:29]=2)(=[O:24])=[O:23])=[N:8][CH2:7]1. The yield is 0.940. (7) The reactants are C(C1[CH:8]=[CH:7][C:6]([C:9]2[CH:10]=[N:11][N:12]([C:15]3[CH:23]=[CH:22][C:18]([C:19]([OH:21])=O)=[CH:17][N:16]=3)[C:13]=2[OH:14])=[CH:5][CH:4]=1)#N.C(Cl)CCl.C1C=CC2N(O)N=NC=2C=1.CC[N:40](C(C)C)C(C)C.[NH2:47][CH:48]1[CH2:53][CH2:52][N:51](C(OC(C)(C)C)=O)[CH2:50][CH2:49]1.[C:61]([OH:67])(C(F)(F)F)=O. The catalyst is CO.C(Cl)Cl.CC(N(C)C)=O. The product is [OH:14][C:13]1[N:12]([C:15]2[CH:23]=[CH:22][C:18]([C:19]([NH:47][CH:48]3[CH2:49][CH2:50][NH:51][CH2:52][CH2:53]3)=[O:21])=[CH:17][N:16]=2)[N:11]=[CH:10][C:9]=1[C:6]1[CH:5]=[CH:4][N:40]=[C:8]([O:67][CH3:61])[CH:7]=1. The yield is 0.620.